From a dataset of Forward reaction prediction with 1.9M reactions from USPTO patents (1976-2016). Predict the product of the given reaction. (1) The product is: [CH2:14]([O:13][P:12]([CH2:11][CH:10]([CH2:20][O:21][C:23](=[O:24])[NH:22][CH2:25][CH2:26][O:27][C:28](=[O:32])[C:29]([CH3:31])=[CH2:30])[CH2:9][P:4](=[O:8])([O:5][CH2:6][CH3:7])[O:3][CH2:1][CH3:2])(=[O:19])[O:16][CH2:17][CH3:18])[CH3:15]. Given the reactants [CH2:1]([O:3][P:4]([CH2:9][CH:10]([CH2:20][OH:21])[CH2:11][P:12](=[O:19])([O:16][CH2:17][CH3:18])[O:13][CH2:14][CH3:15])(=[O:8])[O:5][CH2:6][CH3:7])[CH3:2].[N:22]([CH2:25][CH2:26][O:27][C:28](=[O:32])[C:29]([CH3:31])=[CH2:30])=[C:23]=[O:24], predict the reaction product. (2) Given the reactants [Cl:1][C:2]1[CH:9]=[CH:8][C:5]([CH:6]=O)=[CH:4][C:3]=1[O:10][CH2:11][C:12]1[CH:17]=[CH:16][CH:15]=[CH:14][CH:13]=1.C([O-])(=O)C.[NH4+].[N+:23]([CH3:26])([O-:25])=[O:24], predict the reaction product. The product is: [N+:23]([CH:26]=[CH:6][C:5]1[CH:8]=[CH:9][C:2]([Cl:1])=[C:3]([O:10][CH2:11][C:12]2[CH:17]=[CH:16][CH:15]=[CH:14][CH:13]=2)[CH:4]=1)([O-:25])=[O:24]. (3) Given the reactants [F:1][C:2]1[C:3]([N:12]2[N:16]=[CH:15][CH:14]=[N:13]2)=[C:4]([C:8]([F:11])=[CH:9][CH:10]=1)[C:5]([OH:7])=O.[CH3:17][C@@H:18]1[CH2:23][CH2:22][CH2:21][NH:20][C@@H:19]1[CH2:24][N:25]1C(=O)C2C(=CC=CC=2)C1=O.Cl[C:37]1[CH:42]=[CH:41][C:40]([C:43]([F:46])([F:45])[F:44])=[CH:39][N:38]=1, predict the reaction product. The product is: [F:1][C:2]1[C:3]([N:12]2[N:16]=[CH:15][CH:14]=[N:13]2)=[C:4]([C:5]([N:20]2[CH2:21][CH2:22][CH2:23][C@@H:18]([CH3:17])[C@H:19]2[CH2:24][NH:25][C:37]2[CH:42]=[CH:41][C:40]([C:43]([F:46])([F:45])[F:44])=[CH:39][N:38]=2)=[O:7])[C:8]([F:11])=[CH:9][CH:10]=1. (4) The product is: [Br:1][C:2]1[CH:3]=[CH:4][C:5]([C:6]([NH:8][NH:9][C:10](=[O:26])[C@H:11]([NH:15][C:16]2[CH:21]=[CH:20][C:19]([C:22]#[N:23])=[C:18]([Cl:24])[C:17]=2[CH3:25])[C@@H:12]([O:14][Si:38]([C:35]([CH3:37])([CH3:36])[CH3:34])([CH3:40])[CH3:39])[CH3:13])=[O:7])=[CH:27][CH:28]=1. Given the reactants [Br:1][C:2]1[CH:28]=[CH:27][C:5]([C:6]([NH:8][NH:9][C:10](=[O:26])[C@H:11]([NH:15][C:16]2[CH:21]=[CH:20][C:19]([C:22]#[N:23])=[C:18]([Cl:24])[C:17]=2[CH3:25])[C@@H:12]([OH:14])[CH3:13])=[O:7])=[CH:4][CH:3]=1.N1C=CN=C1.[CH3:34][C:35]([Si:38](Cl)([CH3:40])[CH3:39])([CH3:37])[CH3:36], predict the reaction product. (5) Given the reactants [Li]CCCC.[C:6]([NH:10][C:11]([C:13]1[C:18]([CH3:19])=[CH:17][CH:16]=[CH:15][N:14]=1)=[O:12])([CH3:9])([CH3:8])[CH3:7].CN(C)CCN(C)C.[C:28](OCC)(=[O:34])[C:29]([O:31][CH2:32][CH3:33])=[O:30], predict the reaction product. The product is: [C:6]([NH:10][C:11]([C:13]1[C:18]([CH2:19][C:28](=[O:34])[C:29]([O:31][CH2:32][CH3:33])=[O:30])=[CH:17][CH:16]=[CH:15][N:14]=1)=[O:12])([CH3:9])([CH3:8])[CH3:7]. (6) Given the reactants [F:1][C:2]1[CH:22]=[CH:21][CH:20]=[CH:19][C:3]=1[C:4]([CH:6]1[CH2:11][CH2:10][N:9](C(OC(C)(C)C)=O)[CH2:8][CH2:7]1)=[O:5].[ClH:23], predict the reaction product. The product is: [ClH:23].[F:1][C:2]1[CH:22]=[CH:21][CH:20]=[CH:19][C:3]=1[C:4]([CH:6]1[CH2:7][CH2:8][NH:9][CH2:10][CH2:11]1)=[O:5]. (7) Given the reactants [OH:1][CH:2]([CH2:30][OH:31])[CH2:3][O:4][C:5]1[CH:6]=[C:7]2[C:12](=[CH:13][CH:14]=1)[CH:11]=[C:10]([C:15]#[C:16][CH2:17][CH2:18][NH:19]C(=O)OCC1C=CC=CC=1)[CH:9]=[CH:8]2, predict the reaction product. The product is: [NH2:19][CH2:18][CH2:17][CH2:16][CH2:15][C:10]1[CH:11]=[C:12]2[C:7](=[CH:8][CH:9]=1)[CH:6]=[C:5]([O:4][CH2:3][CH:2]([OH:1])[CH2:30][OH:31])[CH:14]=[CH:13]2. (8) The product is: [ClH:34].[ClH:42].[ClH:34].[ClH:34].[ClH:34].[Cl:34][C:19]1[N:20]=[C:21]([N:24]2[CH2:28][CH2:27][CH:26]([N:29]([CH3:31])[CH3:30])[C:25]2([CH3:32])[CH3:33])[C:22]([F:23])=[C:17]([NH:9][NH2:8])[N:18]=1. Given the reactants CC(OC([N:8](C(OC(C)(C)C)=O)[N:9]([C:17]1[C:22]([F:23])=[C:21]([N:24]2[CH2:28][CH2:27][CH:26]([N:29]([CH3:31])[CH3:30])[C:25]2([CH3:33])[CH3:32])[N:20]=[C:19]([Cl:34])[N:18]=1)C(OC(C)(C)C)=O)=O)(C)C.[ClH:42], predict the reaction product. (9) Given the reactants [Cl:1][C:2]1[N:11]=[C:10]2[C:5]([C:6]([CH3:14])([CH3:13])[CH2:7][C:8](=O)[NH:9]2)=[CH:4][CH:3]=1.B(F)(F)F.CCOCC.[BH4-].[Na+].Cl.C(=O)(O)[O-].[Na+], predict the reaction product. The product is: [Cl:1][C:2]1[N:11]=[C:10]2[C:5]([C:6]([CH3:14])([CH3:13])[CH2:7][CH2:8][NH:9]2)=[CH:4][CH:3]=1. (10) Given the reactants [Cl-].O[NH3+:3].[C:4](=[O:7])([O-])[OH:5].[Na+].CS(C)=O.[CH2:13]([C:17]1[N:18]=[C:19]([CH3:50])[N:20]([C:39]2[CH:40]=[CH:41][C:42]3[O:46][C:45]([CH3:48])([CH3:47])[CH2:44][C:43]=3[CH:49]=2)[C:21](=[O:38])[C:22]=1[CH2:23][C:24]1[CH:29]=[CH:28][C:27]([C:30]2[C:31]([C:36]#[N:37])=[CH:32][CH:33]=[CH:34][CH:35]=2)=[CH:26][CH:25]=1)[CH2:14][CH2:15][CH3:16], predict the reaction product. The product is: [CH2:13]([C:17]1[N:18]=[C:19]([CH3:50])[N:20]([C:39]2[CH:40]=[CH:41][C:42]3[O:46][C:45]([CH3:48])([CH3:47])[CH2:44][C:43]=3[CH:49]=2)[C:21](=[O:38])[C:22]=1[CH2:23][C:24]1[CH:25]=[CH:26][C:27]([C:30]2[CH:35]=[CH:34][CH:33]=[CH:32][C:31]=2[C:36]2[NH:3][C:4](=[O:7])[O:5][N:37]=2)=[CH:28][CH:29]=1)[CH2:14][CH2:15][CH3:16].